This data is from NCI-60 drug combinations with 297,098 pairs across 59 cell lines. The task is: Regression. Given two drug SMILES strings and cell line genomic features, predict the synergy score measuring deviation from expected non-interaction effect. (1) Drug 1: CNC(=O)C1=CC=CC=C1SC2=CC3=C(C=C2)C(=NN3)C=CC4=CC=CC=N4. Drug 2: C1=NC2=C(N1)C(=S)N=CN2. Cell line: SN12C. Synergy scores: CSS=-1.68, Synergy_ZIP=-4.03, Synergy_Bliss=-17.2, Synergy_Loewe=-19.2, Synergy_HSA=-16.9. (2) Drug 1: CN(C(=O)NC(C=O)C(C(C(CO)O)O)O)N=O. Drug 2: C1C(C(OC1N2C=NC3=C2NC=NCC3O)CO)O. Cell line: NCI-H522. Synergy scores: CSS=53.5, Synergy_ZIP=0.455, Synergy_Bliss=-0.808, Synergy_Loewe=-2.50, Synergy_HSA=-0.537. (3) Drug 1: C1CC(=O)NC(=O)C1N2CC3=C(C2=O)C=CC=C3N. Drug 2: C1=C(C(=O)NC(=O)N1)N(CCCl)CCCl. Cell line: RPMI-8226. Synergy scores: CSS=24.4, Synergy_ZIP=-15.1, Synergy_Bliss=-11.2, Synergy_Loewe=-16.5, Synergy_HSA=-7.76. (4) Drug 1: C1=CN(C(=O)N=C1N)C2C(C(C(O2)CO)O)O.Cl. Drug 2: CS(=O)(=O)OCCCCOS(=O)(=O)C. Cell line: NCI-H460. Synergy scores: CSS=36.5, Synergy_ZIP=-4.68, Synergy_Bliss=-3.77, Synergy_Loewe=-25.1, Synergy_HSA=-3.52. (5) Drug 1: CCCS(=O)(=O)NC1=C(C(=C(C=C1)F)C(=O)C2=CNC3=C2C=C(C=N3)C4=CC=C(C=C4)Cl)F. Drug 2: C1CCC(C(C1)N)N.C(=O)(C(=O)[O-])[O-].[Pt+4]. Cell line: NCI-H522. Synergy scores: CSS=12.2, Synergy_ZIP=-3.22, Synergy_Bliss=1.56, Synergy_Loewe=0.945, Synergy_HSA=1.38. (6) Synergy scores: CSS=22.8, Synergy_ZIP=-7.80, Synergy_Bliss=-4.54, Synergy_Loewe=-42.4, Synergy_HSA=-6.53. Cell line: T-47D. Drug 2: C1=NNC2=C1C(=O)NC=N2. Drug 1: CC1CCC2CC(C(=CC=CC=CC(CC(C(=O)C(C(C(=CC(C(=O)CC(OC(=O)C3CCCCN3C(=O)C(=O)C1(O2)O)C(C)CC4CCC(C(C4)OC)OCCO)C)C)O)OC)C)C)C)OC. (7) Drug 1: CS(=O)(=O)C1=CC(=C(C=C1)C(=O)NC2=CC(=C(C=C2)Cl)C3=CC=CC=N3)Cl. Drug 2: C1CCC(C(C1)N)N.C(=O)(C(=O)[O-])[O-].[Pt+4]. Cell line: SF-268. Synergy scores: CSS=5.74, Synergy_ZIP=-0.480, Synergy_Bliss=2.59, Synergy_Loewe=-5.51, Synergy_HSA=0.183.